Dataset: Forward reaction prediction with 1.9M reactions from USPTO patents (1976-2016). Task: Predict the product of the given reaction. (1) Given the reactants Cl.Cl.[NH:3]1[CH2:8][CH2:7][CH:6]([NH:9][C:10]2[CH:11]=[C:12]([NH:16][C:17](=[O:19])[CH3:18])[CH:13]=[CH:14][CH:15]=2)[CH2:5][CH2:4]1.C(O)(=O)C.C(N(CC)CC)C.[CH2:31]([O:33][C:34]1[CH:35]=[C:36]([CH:39]=[C:40]([O:43][CH2:44][CH3:45])[C:41]=1[F:42])[CH:37]=O)[CH3:32].C([BH3-])#N.[Na+], predict the reaction product. The product is: [CH2:31]([O:33][C:34]1[CH:35]=[C:36]([CH:39]=[C:40]([O:43][CH2:44][CH3:45])[C:41]=1[F:42])[CH2:37][N:3]1[CH2:4][CH2:5][CH:6]([NH:9][C:10]2[CH:11]=[C:12]([NH:16][C:17](=[O:19])[CH3:18])[CH:13]=[CH:14][CH:15]=2)[CH2:7][CH2:8]1)[CH3:32]. (2) The product is: [Cl:8][C:5]1[CH:6]=[CH:7][C:2]2[NH:1][CH:13]=[N:12][S:9](=[O:11])(=[O:10])[C:3]=2[CH:4]=1. Given the reactants [NH2:1][C:2]1[CH:7]=[CH:6][C:5]([Cl:8])=[CH:4][C:3]=1[S:9]([NH2:12])(=[O:11])=[O:10].[CH:13]([O-])([O-])OCC, predict the reaction product. (3) Given the reactants [F:1][C:2]1([F:13])[O:6][C:5]2[CH:7]=[CH:8][C:9]([CH:11]=[O:12])=[CH:10][C:4]=2[O:3]1.[BH4-].[Na+].O, predict the reaction product. The product is: [F:13][C:2]1([F:1])[O:6][C:5]2[CH:7]=[CH:8][C:9]([CH2:11][OH:12])=[CH:10][C:4]=2[O:3]1. (4) Given the reactants [CH2:1]([O:3][C:4]1[CH:5]=C([CH:10]=[CH:11][C:12]=1[N+:13]([O-:15])=[O:14])C(Cl)=O)[CH3:2].[N+](=[CH2:18])=[N-].[C:19]([OH:22])(=[O:21])[CH3:20], predict the reaction product. The product is: [CH3:18][O:21][C:19](=[O:22])[C:20]1[CH:10]=[CH:11][C:12]([N+:13]([O-:15])=[O:14])=[C:4]([O:3][CH2:1][CH3:2])[CH:5]=1. (5) Given the reactants Cl[C:2]1[N:11]=[C:10](Cl)[C:9]2[C:4](=[CH:5][CH:6]=[CH:7][CH:8]=2)[N:3]=1.[NH2:13][C:14]1[CH:21]=[CH:20][C:17]([CH2:18][NH2:19])=[CH:16][CH:15]=1.[Cl:22][C:23]1[N:31]=[CH:30][CH:29]=[CH:28][C:24]=1[C:25](Cl)=[O:26].[CH3:32][NH2:33], predict the reaction product. The product is: [Cl:22][C:23]1[N:31]=[CH:30][CH:29]=[CH:28][C:24]=1[C:25]([NH:13][C:14]1[CH:21]=[CH:20][C:17]([CH2:18][NH:19][C:10]2[C:9]3[C:4](=[CH:5][CH:6]=[CH:7][CH:8]=3)[N:3]=[C:2]([NH:33][CH3:32])[N:11]=2)=[CH:16][CH:15]=1)=[O:26]. (6) The product is: [Br:1][C:2]1[C:3]2[N:4]([N:12]=[N:10][N:9]=2)[C:5]([Cl:8])=[N:6][CH:7]=1. Given the reactants [Br:1][C:2]1[C:3]([NH:9][NH2:10])=[N:4][C:5]([Cl:8])=[N:6][CH:7]=1.Cl.[N:12]([O-])=O.[Na+], predict the reaction product. (7) Given the reactants [Br:1][C:2]1[CH:3]=[C:4]([CH:11]=[CH:12][C:13]=1[O:14][CH:15]([CH3:17])[CH3:16])[C:5]([O:7]C(C)C)=[O:6], predict the reaction product. The product is: [Br:1][C:2]1[CH:3]=[C:4]([CH:11]=[CH:12][C:13]=1[O:14][CH:15]([CH3:17])[CH3:16])[C:5]([OH:7])=[O:6]. (8) Given the reactants [NH2:1][C@H:2]1[CH2:7]CC[CH2:4][C@H:3]1[NH:8][C:9]1[N:10]=[N:11][C:12]([C:28]([NH2:30])=[O:29])=[C:13]([NH:15][C:16]2[CH:24]=[CH:23][CH:22]=[C:21]3[C:17]=2[CH:18]=[CH:19][N:20]3[CH:25]([CH3:27])[CH3:26])[N:14]=1.[C:31]([O:35]C(=O)N[C@H]([C@H](N)C)COC)(C)(C)C.C(OC(=O)N[C@H]1CCCC[C@H]1N)(C)(C)C, predict the reaction product. The product is: [NH2:1][C@@H:2]([CH2:7][O:35][CH3:31])[C@H:3]([NH:8][C:9]1[N:10]=[N:11][C:12]([C:28]([NH2:30])=[O:29])=[C:13]([NH:15][C:16]2[CH:24]=[CH:23][CH:22]=[C:21]3[C:17]=2[CH:18]=[CH:19][N:20]3[CH:25]([CH3:26])[CH3:27])[N:14]=1)[CH3:4]. (9) The product is: [F:23][C:22]1[CH:21]=[C:20]([CH3:24])[CH:19]=[C:18]([F:25])[C:17]=1[CH2:16][O:15][C:12]1[C:11]([C:26]([NH2:27])=[O:28])=[C:10]([NH:9][C:8]([NH:35][CH2:34][CH2:33][CH2:32][N:31]([CH3:36])[CH3:30])=[O:29])[S:14][N:13]=1. Given the reactants C1(O[C:8](=[O:29])[NH:9][C:10]2[S:14][N:13]=[C:12]([O:15][CH2:16][C:17]3[C:22]([F:23])=[CH:21][C:20]([CH3:24])=[CH:19][C:18]=3[F:25])[C:11]=2[C:26](=[O:28])[NH2:27])C=CC=CC=1.[CH3:30][N:31]([CH3:36])[CH2:32][CH2:33][CH2:34][NH2:35], predict the reaction product. (10) Given the reactants [C:1]([C:4]12[CH2:11][CH2:10][C:7]([NH:12][CH2:13][C:14]([N:16]3[CH2:20][C@@H:19]([F:21])[CH2:18][C@H:17]3[C:22]#[N:23])=[O:15])([CH2:8][CH2:9]1)[CH2:6][CH2:5]2)([OH:3])=O.[CH3:24][CH2:25][CH2:26][CH:27]([NH2:31])[CH2:28][CH2:29][CH3:30], predict the reaction product. The product is: [F:21][C@@H:19]1[CH2:20][N:16]([C:14](=[O:15])[CH2:13][NH:12][C:7]23[CH2:6][CH2:5][C:4]([C:1]([NH:31][CH:27]([CH2:28][CH2:29][CH3:30])[CH2:26][CH2:25][CH3:24])=[O:3])([CH2:9][CH2:8]2)[CH2:11][CH2:10]3)[C@H:17]([C:22]#[N:23])[CH2:18]1.